This data is from Reaction yield outcomes from USPTO patents with 853,638 reactions. The task is: Predict the reaction yield, written as a fraction of the theoretical maximum amount of product (1.0 means a 100% yield; for example, 0.34 means a 34% yield). (1) The reactants are Br[C:2]1[CH:3]=[C:4]([NH:10][C:11]2[CH:16]=[CH:15][C:14]([O:17][CH2:18][CH2:19][N:20]([CH3:22])[CH3:21])=[CH:13][N:12]=2)[C:5](=[O:9])[N:6]([CH3:8])[CH:7]=1.[C:23]([O:26][CH2:27][C:28]1[C:33]([N:34]2[CH2:46][CH2:45][N:37]3[C:38]4[CH2:39][CH2:40][CH2:41][CH2:42][C:43]=4[CH:44]=[C:36]3[C:35]2=[O:47])=[CH:32][C:31]([F:48])=[CH:30][C:29]=1B1OC(C)(C)C(C)(C)O1)(=[O:25])[CH3:24].[O-]P([O-])([O-])=O.[K+].[K+].[K+].CC([O-])=O.[Na+]. The catalyst is CC#N.O.C1C=CC(P(C2C=CC=CC=2)[C-]2C=CC=C2)=CC=1.C1C=CC(P(C2C=CC=CC=2)[C-]2C=CC=C2)=CC=1.Cl[Pd]Cl.[Fe+2]. The product is [C:23]([O:26][CH2:27][C:28]1[C:33]([N:34]2[CH2:46][CH2:45][N:37]3[C:38]4[CH2:39][CH2:40][CH2:41][CH2:42][C:43]=4[CH:44]=[C:36]3[C:35]2=[O:47])=[CH:32][C:31]([F:48])=[CH:30][C:29]=1[C:2]1[CH:3]=[C:4]([NH:10][C:11]2[CH:16]=[CH:15][C:14]([O:17][CH2:18][CH2:19][N:20]([CH3:22])[CH3:21])=[CH:13][N:12]=2)[C:5](=[O:9])[N:6]([CH3:8])[CH:7]=1)(=[O:25])[CH3:24]. The yield is 0.500. (2) The reactants are CS(O[CH2:6][C@H:7]1[CH2:18][CH2:17][C:16]2[S:15][C:14]3[C:9](=[C:10]([O:19][CH:20]4[CH2:25][CH2:24][CH:23]([N:26]5[CH2:32][C:28]6([CH2:31][O:30][CH2:29]6)[CH2:27]5)[CH2:22][CH2:21]4)[N:11]=[CH:12][N:13]=3)[C:8]1=2)(=O)=O.[C-:33]#[N:34].[Na+]. The catalyst is CS(C)=O. The product is [CH2:31]1[C:28]2([CH2:27][N:26]([CH:23]3[CH2:24][CH2:25][CH:20]([O:19][C:10]4[N:11]=[CH:12][N:13]=[C:14]5[C:9]=4[C:8]4[C@@H:7]([CH2:6][C:33]#[N:34])[CH2:18][CH2:17][C:16]=4[S:15]5)[CH2:21][CH2:22]3)[CH2:32]2)[CH2:29][O:30]1. The yield is 0.650.